From a dataset of Orexin1 receptor HTS with 218,158 compounds and 233 confirmed actives. Binary Classification. Given a drug SMILES string, predict its activity (active/inactive) in a high-throughput screening assay against a specified biological target. (1) The drug is s1c(C(=O)N2CC(CCC2)C(=O)c2cc3c(cc2)cccc3)c(nc1C)C. The result is 0 (inactive). (2) The drug is O\C(=C1/C(N(CCCn2ccnc2)C(=O)C1=O)c1ccncc1)c1n2c(nc1C)cccc2. The result is 0 (inactive). (3) The result is 0 (inactive). The compound is Oc1c(/C=C(\C(=O)Nc2ncccc2)C#N)cccc1.